Dataset: Forward reaction prediction with 1.9M reactions from USPTO patents (1976-2016). Task: Predict the product of the given reaction. (1) The product is: [C:23]1([CH:14]2[C:15](=[O:16])[N:17]3[CH:18]2[CH2:19][CH2:20][CH2:21][CH2:22]3)[CH:24]=[CH:25][CH:26]=[CH:27][CH:28]=1. Given the reactants [OH-].[Na+].C1(C)C=CC(S(NN=[C:14]([C:23]2[CH:28]=[CH:27][CH:26]=[CH:25][CH:24]=2)[C:15]([N:17]2[CH2:22][CH2:21][CH2:20][CH2:19][CH2:18]2)=[O:16])(=O)=O)=CC=1, predict the reaction product. (2) Given the reactants [CH3:1][O:2][C:3]1[CH:23]=[CH:22][C:6]([CH2:7][NH:8][C:9]2[CH:10]=[C:11]([CH:19]=[CH:20][CH:21]=2)[C:12]([O:14][C:15]([CH3:18])([CH3:17])[CH3:16])=[O:13])=[CH:5][CH:4]=1.[Cl:24][C:25]1[CH:26]=[C:27](N(C2CC2)CC2C=CC(OC)=CC=2)[C:28]2[N:29]([C:31]([C:34]#[N:35])=[CH:32][N:33]=2)[N:30]=1, predict the reaction product. The product is: [Cl:24][C:25]1[CH:26]=[C:27]([N:8]([CH2:7][C:6]2[CH:22]=[CH:23][C:3]([O:2][CH3:1])=[CH:4][CH:5]=2)[C:9]2[CH:10]=[C:11]([CH:19]=[CH:20][CH:21]=2)[C:12]([O:14][C:15]([CH3:18])([CH3:16])[CH3:17])=[O:13])[C:28]2[N:29]([C:31]([C:34]#[N:35])=[CH:32][N:33]=2)[N:30]=1.